From a dataset of Forward reaction prediction with 1.9M reactions from USPTO patents (1976-2016). Predict the product of the given reaction. (1) Given the reactants [CH2:1]([C:3]1[N:8]=[C:7]([C:9]([NH:11][NH2:12])=[O:10])[C:6]([O:13][CH3:14])=[CH:5][C:4]=1[O:15][CH3:16])[CH3:2].[N:17]([C:20]1[CH:21]=[C:22]2[C:26](=[CH:27][CH:28]=1)[N:25]([CH3:29])[CH:24]=[CH:23]2)=[C:18]=[S:19], predict the reaction product. The product is: [CH2:1]([C:3]1[N:8]=[C:7]([C:9]([NH:11][NH:12][C:18]([NH:17][C:20]2[CH:21]=[C:22]3[C:26](=[CH:27][CH:28]=2)[N:25]([CH3:29])[CH:24]=[CH:23]3)=[S:19])=[O:10])[C:6]([O:13][CH3:14])=[CH:5][C:4]=1[O:15][CH3:16])[CH3:2]. (2) Given the reactants [NH2:1][CH2:2][CH2:3][NH:4][C:5](=[O:11])OC(C)(C)C.C(N(CC)CC)C.[N:19]1[C:28]2[C:23](=[CH:24][CH:25]=[CH:26][CH:27]=2)[N:22]=[CH:21][C:20]=1C(Cl)=O, predict the reaction product. The product is: [NH2:1][CH2:2][CH2:3][NH:4][C:5]([C:20]1[CH:21]=[N:22][C:23]2[C:28](=[CH:27][CH:26]=[CH:25][CH:24]=2)[N:19]=1)=[O:11]. (3) Given the reactants Cl[C:2]1[C:11]2[C:6](=[CH:7][CH:8]=[C:9]([O:12][CH3:13])[CH:10]=2)[C:5]([CH:14]2[CH2:16][CH2:15]2)=[N:4][N:3]=1.[NH2:17][CH:18]1[CH2:23][CH2:22][N:21]([CH2:24][C:25]2[CH:34]=[CH:33][C:32]3[C:27](=[CH:28][CH:29]=[CH:30][CH:31]=3)[CH:26]=2)[CH2:20][CH2:19]1, predict the reaction product. The product is: [CH:14]1([C:5]2[C:6]3[C:11](=[CH:10][C:9]([O:12][CH3:13])=[CH:8][CH:7]=3)[C:2]([NH:17][CH:18]3[CH2:19][CH2:20][N:21]([CH2:24][C:25]4[CH:34]=[CH:33][C:32]5[C:27](=[CH:28][CH:29]=[CH:30][CH:31]=5)[CH:26]=4)[CH2:22][CH2:23]3)=[N:3][N:4]=2)[CH2:16][CH2:15]1. (4) The product is: [CH3:1][S:2]([C:5]1[CH:10]=[CH:9][C:8]([C:11]2[C:12]3[N:13]([N:21]=[C:22]([NH:24][C:26]4[CH:31]=[CH:30][CH:29]=[C:28]([N:32]5[CH2:37][CH2:36][N:35]([CH3:38])[CH2:34][CH2:33]5)[CH:27]=4)[N:23]=3)[CH:14]=[C:15]([C:17]([F:19])([F:20])[F:18])[CH:16]=2)=[CH:7][CH:6]=1)(=[O:3])=[O:4]. Given the reactants [CH3:1][S:2]([C:5]1[CH:10]=[CH:9][C:8]([C:11]2[C:12]3[N:13]([N:21]=[C:22]([NH2:24])[N:23]=3)[CH:14]=[C:15]([C:17]([F:20])([F:19])[F:18])[CH:16]=2)=[CH:7][CH:6]=1)(=[O:4])=[O:3].Br[C:26]1[CH:27]=[C:28]([N:32]2[CH2:37][CH2:36][N:35]([CH3:38])[CH2:34][CH2:33]2)[CH:29]=[CH:30][CH:31]=1, predict the reaction product. (5) Given the reactants Br[C:2]1[CH:7]=[C:6]([O:8][CH3:9])[C:5]([O:10][CH3:11])=[CH:4][C:3]=1[CH:12]1[O:16][CH2:15][CH2:14][O:13]1.O1CCCC1.C([Li])CCC.[CH:27]1[C:32]([CH:33]=[O:34])=[CH:31][C:30]2[O:35][CH2:36][O:37][C:29]=2[CH:28]=1, predict the reaction product. The product is: [O:13]1[CH2:14][CH2:15][O:16][CH:12]1[C:3]1[CH:4]=[C:5]([O:10][CH3:11])[C:6]([O:8][CH3:9])=[CH:7][C:2]=1[CH:33]([C:32]1[CH:27]=[CH:28][C:29]2[O:37][CH2:36][O:35][C:30]=2[CH:31]=1)[OH:34]. (6) Given the reactants [CH3:1][O:2][C:3](=[O:11])[C:4]1[CH:9]=[CH:8][CH:7]=[C:6]([OH:10])[CH:5]=1.[CH2:12](Br)[CH:13]=[CH2:14].CC(C)([O-])C.[K+], predict the reaction product. The product is: [CH2:14]([O:10][C:6]1[CH:5]=[C:4]([CH:9]=[CH:8][CH:7]=1)[C:3]([O:2][CH3:1])=[O:11])[CH:13]=[CH2:12].